From a dataset of Full USPTO retrosynthesis dataset with 1.9M reactions from patents (1976-2016). Predict the reactants needed to synthesize the given product. (1) Given the product [CH2:1]([N:3]([CH3:16])[S:4]([NH:7][C:8]1[CH:13]=[CH:12][C:11]([F:14])=[C:10]([CH:24]=[O:25])[C:9]=1[F:15])(=[O:5])=[O:6])[CH3:2], predict the reactants needed to synthesize it. The reactants are: [CH2:1]([N:3]([CH3:16])[S:4]([NH:7][C:8]1[CH:13]=[CH:12][C:11]([F:14])=[CH:10][C:9]=1[F:15])(=[O:6])=[O:5])[CH3:2].C([Li])CCC.CN(C)[CH:24]=[O:25].[Cl-].N. (2) Given the product [CH2:20]([O:19][C:17](=[O:18])[CH:16]([O:13][C:12]1[CH:11]=[CH:10][CH:9]=[CH:8][C:7]=1[CH3:14])[CH3:22])[CH3:21], predict the reactants needed to synthesize it. The reactants are: C(=O)([O-])[O-].[Cs+].[Cs+].[C:7]1([CH3:14])[C:12]([OH:13])=[CH:11][CH:10]=[CH:9][CH:8]=1.Br[CH:16]([CH3:22])[C:17]([O:19][CH2:20][CH3:21])=[O:18]. (3) Given the product [Cl:24][C:25]1[CH:26]=[CH:27][C:28](/[CH:29]=[CH:18]/[C:17]2[CH:16]=[C:15]([CH2:14][CH2:13][CH2:12][N:3]3[C:4](=[O:11])[C:5]4[C:10](=[CH:9][CH:8]=[CH:7][CH:6]=4)[C:2]3=[O:1])[CH:22]=[CH:21][CH:20]=2)=[CH:49][CH:50]=1.[Cl:24][C:25]1[CH:26]=[CH:27][C:28](/[CH:29]=[CH:18]\[C:17]2[CH:16]=[C:15]([CH2:14][CH2:13][CH2:12][N:3]3[C:4](=[O:11])[C:5]4[C:10](=[CH:9][CH:8]=[CH:7][CH:6]=4)[C:2]3=[O:1])[CH:22]=[CH:21][CH:20]=2)=[CH:49][CH:50]=1, predict the reactants needed to synthesize it. The reactants are: [O:1]=[C:2]1[C:10]2[C:5](=[CH:6][CH:7]=[CH:8][CH:9]=2)[C:4](=[O:11])[N:3]1[CH2:12][CH2:13][CH2:14][C:15]1[CH:16]=[C:17]([CH:20]=[CH:21][CH:22]=1)[CH:18]=O.[Br-].[Cl:24][C:25]1[CH:50]=[CH:49][C:28]([CH2:29][P+](C2C=CC=CC=2)(C2C=CC=CC=2)C2C=CC=CC=2)=[CH:27][CH:26]=1. (4) The reactants are: [F:1][C:2]1[CH:7]=[CH:6][C:5]([C:8]([F:11])([F:10])[F:9])=[CH:4][C:3]=1[NH:12][C:13]([NH:15][C:16]1[CH:17]=[C:18]([C:22]#[C:23][C:24]([NH2:26])=[O:25])[CH:19]=[CH:20][CH:21]=1)=[O:14].I[C:28]1[CH:33]=[CH:32][CH:31]=[CH:30][CH:29]=1.C(NCC)C.C(O)=O. Given the product [F:1][C:2]1[CH:7]=[CH:6][C:5]([C:8]([F:11])([F:9])[F:10])=[CH:4][C:3]=1[NH:12][C:13]([NH:15][C:16]1[CH:17]=[C:18](/[C:22](/[C:28]2[CH:33]=[CH:32][CH:31]=[CH:30][CH:29]=2)=[CH:23]\[C:24]([NH2:26])=[O:25])[CH:19]=[CH:20][CH:21]=1)=[O:14], predict the reactants needed to synthesize it. (5) The reactants are: [Br:1][C:2]1[C:3]([N:9](O)[CH:10]=[NH:11])=[N:4][C:5]([Br:8])=[CH:6][N:7]=1. Given the product [Br:8][C:5]1[N:4]2[N:11]=[CH:10][N:9]=[C:3]2[C:2]([Br:1])=[N:7][CH:6]=1, predict the reactants needed to synthesize it. (6) Given the product [CH3:3][S:4]([NH:7][C:8]1[CH:17]=[CH:16][C:11]([C:12]([OH:14])=[O:13])=[CH:10][CH:9]=1)(=[O:6])=[O:5], predict the reactants needed to synthesize it. The reactants are: [OH-].[Na+].[CH3:3][S:4]([NH:7][C:8]1[CH:17]=[CH:16][C:11]([C:12]([O:14]C)=[O:13])=[CH:10][CH:9]=1)(=[O:6])=[O:5]. (7) The reactants are: Br[C:2]1[C:7]([Cl:8])=[CH:6][C:5]([OH:9])=[C:4]([S:10]([N:13]2[CH2:19][CH2:18][CH2:17][CH2:16][C:15]3[CH:20]=[CH:21][CH:22]=[CH:23][C:14]2=3)(=[O:12])=[O:11])[CH:3]=1.B1(B2[O:28][C:27]([CH3:30])([CH3:29])[C:26]([CH3:32])([CH3:31])[O:25]2)[O:28][C:27]([CH3:30])([CH3:29])[C:26]([CH3:32])([CH3:31])[O:25]1.[C:42]([O-])(=O)C.[K+]. Given the product [Cl:8][C:7]1[C:2]([CH:42]2[O:28][C:27]([CH3:30])([CH3:29])[C:26]([CH3:32])([CH3:31])[O:25]2)=[CH:3][C:4]([S:10]([N:13]2[CH2:19][CH2:18][CH2:17][CH2:16][C:15]3[CH:20]=[CH:21][CH:22]=[CH:23][C:14]2=3)(=[O:12])=[O:11])=[C:5]([OH:9])[CH:6]=1, predict the reactants needed to synthesize it.